Predict which catalyst facilitates the given reaction. From a dataset of Catalyst prediction with 721,799 reactions and 888 catalyst types from USPTO. (1) Reactant: [F:1][C:2]1[CH:7]=[CH:6][C:5]([F:8])=[CH:4][C:3]=1[CH2:9][CH:10]([NH:12][C:13]1[CH:18]=[CH:17][NH:16][C:15](=[O:19])[C:14]=1[C:20]1[NH:34][C:23]2=[CH:24][C:25]3[C:26](=[O:33])[N:27]([CH3:32])[C:28](=O)[C:29]=3[CH:30]=[C:22]2[N:21]=1)[CH3:11]. Product: [F:1][C:2]1[CH:7]=[CH:6][C:5]([F:8])=[CH:4][C:3]=1[CH2:9][CH:10]([NH:12][C:13]1[CH:18]=[CH:17][NH:16][C:15](=[O:19])[C:14]=1[C:20]1[NH:21][C:22]2=[CH:30][C:29]3[CH2:28][N:27]([CH3:32])[C:26](=[O:33])[C:25]=3[CH:24]=[C:23]2[N:34]=1)[CH3:11]. The catalyst class is: 183. (2) Reactant: [C:1]([S:5][S:6][CH2:7][CH:8]([NH:25][C:26]([O:28][CH2:29][CH:30]([CH3:32])[CH3:31])=[O:27])[C:9]([NH:11][CH:12]1[CH2:17][CH2:16][N:15](C(OC(C)(C)C)=O)[CH2:14][CH2:13]1)=[O:10])(C)([CH3:3])[CH3:2]. Product: [CH:1]([S:5][S:6][CH2:7][CH:8]([NH:25][C:26](=[O:27])[O:28][CH2:29][CH:30]([CH3:32])[CH3:31])[C:9](=[O:10])[NH:11][CH:12]1[CH2:13][CH2:14][NH:15][CH2:16][CH2:17]1)([CH3:3])[CH3:2]. The catalyst class is: 89. (3) Reactant: [F:1][C:2]([F:13])([F:12])C1C=C2C(C=CN2)=CC=1.C(O[C:18]1[CH:19]=[C:20]2[C:24](=[CH:25][CH:26]=1)[N:23]([C:27]([NH2:29])=[O:28])[CH:22]=[C:21]2[N:30]=[C:31]=[O:32])C=C. Product: [F:1][C:2]([F:13])([F:12])[C:26]1[CH:25]=[C:24]2[C:20]([C:21]([N:30]=[C:31]=[O:32])=[CH:22][N:23]2[C:27]([NH2:29])=[O:28])=[CH:19][CH:18]=1. The catalyst class is: 57. (4) Reactant: [C:1]([OH:12])(=[O:11])[C:2]1[CH:10]=[CH:9][C:7]([OH:8])=[C:4]([O:5][CH3:6])[CH:3]=1.[C:13]1(P([C:14]2[CH:13]=CC=[CH:16][CH:15]=2)[C:14]2[CH:13]=CC=[CH:16][CH:15]=2)C=C[CH:16]=[CH:15][CH:14]=1.[Br:32]C(Br)(Br)Br. Product: [Br:32][CH2:16][CH2:15][CH2:14][CH2:13][O:11][C:1](=[O:12])[C:2]1[CH:10]=[CH:9][C:7]([OH:8])=[C:4]([O:5][CH3:6])[CH:3]=1. The catalyst class is: 7.